Dataset: Catalyst prediction with 721,799 reactions and 888 catalyst types from USPTO. Task: Predict which catalyst facilitates the given reaction. (1) Reactant: [Br:1]NC(=O)CCC(N)=O.[CH3:10][C:11]1[C:19]2[C:14](=[N:15][CH:16]=[CH:17][CH:18]=2)[S:13][N:12]=1.C(OOC(=O)C1C=CC=CC=1)(=O)C1C=CC=CC=1. Product: [Br:1][CH2:10][C:11]1[C:19]2[C:14](=[N:15][CH:16]=[CH:17][CH:18]=2)[S:13][N:12]=1. The catalyst class is: 53. (2) Reactant: [O:1]=[C:2]1[N:7]2[CH:8]=[CH:9][C:10]([C:12]([O:14]C)=[O:13])=[CH:11][C:6]2=[N:5][C:4]2[CH2:16][CH2:17][CH2:18][CH2:19][CH2:20][CH2:21][C:3]1=2.O[Li].O.Cl. Product: [O:1]=[C:2]1[N:7]2[CH:8]=[CH:9][C:10]([C:12]([OH:14])=[O:13])=[CH:11][C:6]2=[N:5][C:4]2[CH2:16][CH2:17][CH2:18][CH2:19][CH2:20][CH2:21][C:3]1=2. The catalyst class is: 5.